Dataset: Full USPTO retrosynthesis dataset with 1.9M reactions from patents (1976-2016). Task: Predict the reactants needed to synthesize the given product. (1) Given the product [OH:42][CH2:41][CH:37]1[CH2:38][CH2:39][CH2:40][N:35]([CH2:2][CH2:3][CH2:4][N:5]2[CH:13]=[C:12]3[C:7]([CH:8]=[C:9]([NH:14][C:15]([NH:17][C:18]4[CH:23]=[CH:22][C:21]([O:24][C:25]5[CH:30]=[CH:29][CH:28]=[CH:27][CH:26]=5)=[CH:20][CH:19]=4)=[O:16])[CH:10]=[CH:11]3)=[N:6]2)[CH2:36]1, predict the reactants needed to synthesize it. The reactants are: O=[CH:2][CH2:3][CH2:4][N:5]1[CH:13]=[C:12]2[C:7]([CH:8]=[C:9]([NH:14][C:15]([NH:17][C:18]3[CH:23]=[CH:22][C:21]([O:24][C:25]4[CH:30]=[CH:29][CH:28]=[CH:27][CH:26]=4)=[CH:20][CH:19]=3)=[O:16])[CH:10]=[CH:11]2)=[N:6]1.CC(O)=O.[NH:35]1[CH2:40][CH2:39][CH2:38][CH:37]([CH2:41][OH:42])[CH2:36]1. (2) Given the product [NH2:1][C:2]1[N:10]=[C:9]2[C:5]([N:6]=[C:7]([I:30])[N:8]2[C@H:11]2[C@:12]([CH3:20])([OH:13])[C@H:14]([OH:15])[C@@H:16]([CH2:18][OH:19])[O:17]2)=[C:4]([O:21][CH3:22])[N:3]=1, predict the reactants needed to synthesize it. The reactants are: [NH2:1][C:2]1[N:10]=[C:9]2[C:5]([N:6]=[CH:7][N:8]2[C@@H:11]2[O:17][C@H:16]([CH2:18][OH:19])[C@@H:14]([OH:15])[C@@:12]2([CH3:20])[OH:13])=[C:4]([O:21][CH3:22])[N:3]=1.C1C(=O)N([I:30])C(=O)C1. (3) The reactants are: [Cl:1][C:2]1[CH:10]=[C:9]2[C:5]([C:6]3([C@@H:15]([C:16]4[CH:21]=[CH:20][CH:19]=[C:18]([Cl:22])[C:17]=4[F:23])[C@H:14]([C:24]([NH:26][C@H:27]4[CH2:32][CH2:31][C@H:30]([OH:33])[CH2:29][CH2:28]4)=[O:25])[N:13]([C@H](C4C=CC=CC=4)[C@@H](O)C4C=CC=CC=4)[C:12]43[CH2:53][CH2:52][C:51]([CH3:55])([CH3:54])[CH2:50][CH2:49]4)[C:7](=[O:11])[NH:8]2)=[CH:4][CH:3]=1.[N+]([O-])([O-])=O.[NH4+].[NH4+].[Ce+4].[N+]([O-])([O-])=O.[N+]([O-])([O-])=O.[N+]([O-])([O-])=O.[N+]([O-])([O-])=O.[N+]([O-])([O-])=O.C(=O)([O-])[O-].[K+].[K+]. Given the product [Cl:1][C:2]1[CH:10]=[C:9]2[C:5]([C@@:6]3([C@@H:15]([C:16]4[CH:21]=[CH:20][CH:19]=[C:18]([Cl:22])[C:17]=4[F:23])[C@H:14]([C:24]([NH:26][C@H:27]4[CH2:32][CH2:31][C@H:30]([OH:33])[CH2:29][CH2:28]4)=[O:25])[NH:13][C:12]43[CH2:49][CH2:50][C:51]([CH3:55])([CH3:54])[CH2:52][CH2:53]4)[C:7](=[O:11])[NH:8]2)=[CH:4][CH:3]=1, predict the reactants needed to synthesize it. (4) Given the product [Br:4][C:5]1[C:6]([Cl:19])=[C:7]([NH:14][S:15]([CH3:18])(=[O:17])=[O:16])[CH:8]=[CH:9][C:10]=1[CH2:11][C:12]1[NH:22][CH2:21][CH2:20][N:13]=1, predict the reactants needed to synthesize it. The reactants are: C(=S)=S.[Br:4][C:5]1[C:6]([Cl:19])=[C:7]([NH:14][S:15]([CH3:18])(=[O:17])=[O:16])[CH:8]=[CH:9][C:10]=1[CH2:11][C:12]#[N:13].[CH2:20](N)[CH2:21][NH2:22]. (5) Given the product [CH:31]1([N:15]([CH2:16][C:17]2[CH:22]=[C:21]([O:23][CH2:24][CH2:25][CH2:26][O:27][CH3:28])[CH:20]=[C:19]([O:29][CH3:30])[CH:18]=2)[C:14]([C@@H:12]2[CH2:11][C@H:10]([NH:35][C:37]3[CH:38]=[C:39]([CH3:43])[CH:40]=[CH:41][CH:42]=3)[CH2:9][NH:8][CH2:13]2)=[O:34])[CH2:33][CH2:32]1, predict the reactants needed to synthesize it. The reactants are: C(OC([N:8]1[CH2:13][C@H:12]([C:14](=[O:34])[N:15]([CH:31]2[CH2:33][CH2:32]2)[CH2:16][C:17]2[CH:22]=[C:21]([O:23][CH2:24][CH2:25][CH2:26][O:27][CH3:28])[CH:20]=[C:19]([O:29][CH3:30])[CH:18]=2)[CH2:11][C@H:10]([NH2:35])[CH2:9]1)=O)(C)(C)C.Br[C:37]1[CH:38]=[C:39]([CH3:43])[CH:40]=[CH:41][CH:42]=1.C1(P(C2C=CC=CC=2)C2C=CC3C(=CC=CC=3)C=2C2C3C(=CC=CC=3)C=CC=2P(C2C=CC=CC=2)C2C=CC=CC=2)C=CC=CC=1.C(=O)([O-])[O-].[Cs+].[Cs+].